From a dataset of Forward reaction prediction with 1.9M reactions from USPTO patents (1976-2016). Predict the product of the given reaction. (1) The product is: [CH2:24]([C:5]1[CH:4]=[C:3](/[CH:1]=[CH:28]/[C:27](=[O:26])[CH3:37])[CH:8]=[CH:7][C:6]=1[N:9]=[C:10]1[S:14][CH2:13][C:12]2([CH2:15][CH2:16][CH2:17][CH2:18]2)[N:11]1[CH:19]1[CH2:23][CH2:22][CH2:21][CH2:20]1)[CH3:25]. Given the reactants [CH:1]([C:3]1[CH:8]=[CH:7][C:6]([N:9]=[C:10]2[S:14][CH2:13][C:12]3([CH2:18][CH2:17][CH2:16][CH2:15]3)[N:11]2[CH:19]2[CH2:23][CH2:22][CH2:21][CH2:20]2)=[C:5]([CH2:24][CH3:25])[CH:4]=1)=O.[O:26]=[C:27]([CH3:37])[CH2:28]P(=O)(OCC)OCC, predict the reaction product. (2) Given the reactants [Br:19][C:20]1[CH:21]=[N:22][CH:23]=[C:24](/C=C(/[C:11]2[CH:16]=[C:15]([F:17])[CH:14]=[CH:13][C:12]=2[F:18])\C)[CH:25]=1.[Br:19][C:20]1[CH:21]=[N:22][CH:23]=[C:24](/C=C(\[C:16]2[CH:11]=[C:12]([F:18])[CH:13]=[CH:14][C:15]=2[F:17])/C)[CH:25]=1.C[N+]1([O-])CC[O:41]CC1.S([O-])([O-])(=O)=S.[Na+].[Na+].[CH3:52][C:53]([CH3:55])=[O:54], predict the reaction product. The product is: [Br:19][C:20]1[CH:25]=[C:24]([C@@H:52]([OH:41])[C@:53]([C:16]2[CH:11]=[C:12]([F:18])[CH:13]=[CH:14][C:15]=2[F:17])([OH:54])[CH3:55])[CH:23]=[N:22][CH:21]=1. (3) Given the reactants [C:1]1([NH:7][CH2:8][C:9]2[CH:17]=[CH:16][C:12]([C:13]([OH:15])=O)=[CH:11][CH:10]=2)[CH:6]=[CH:5][CH:4]=[CH:3][CH:2]=1.F[P-](F)(F)(F)(F)F.N1(OC(N(C)C)=[N+](C)C)C2N=CC=CC=2N=N1.C(N(CC)CC)C.[NH2:49][CH2:50][C:51]1[C:52]([OH:59])=[N:53][C:54]([CH3:58])=[CH:55][C:56]=1[CH3:57], predict the reaction product. The product is: [OH:59][C:52]1[C:51]([CH2:50][NH:49][C:13](=[O:15])[C:12]2[CH:11]=[CH:10][C:9]([CH2:8][NH:7][C:1]3[CH:2]=[CH:3][CH:4]=[CH:5][CH:6]=3)=[CH:17][CH:16]=2)=[C:56]([CH3:57])[CH:55]=[C:54]([CH3:58])[N:53]=1. (4) Given the reactants [CH3:1][C:2]1[C:3]([C:24]2[CH:29]=[CH:28][N:27]=[C:26]([NH:30][CH:31]([C:33]3[CH:38]=[CH:37][CH:36]=[CH:35][CH:34]=3)[CH3:32])[N:25]=2)=[C:4]([C:14]2[CH:19]=[CH:18][CH:17]=[C:16]([C:20]([F:23])([F:22])[F:21])[CH:15]=2)[N:5]=[N:6][C:7]=1[CH:8]1[CH2:13][CH2:12][NH:11][CH2:10][CH2:9]1.[C:39](O)(=[O:43])[C@@H:40]([CH3:42])[OH:41].CCN=C=NCCCN(C)C.C1C=NC2N(O)N=NC=2C=1, predict the reaction product. The product is: [OH:41][CH:40]([CH3:42])[C:39]([N:11]1[CH2:10][CH2:9][CH:8]([C:7]2[N:6]=[N:5][C:4]([C:14]3[CH:19]=[CH:18][CH:17]=[C:16]([C:20]([F:23])([F:21])[F:22])[CH:15]=3)=[C:3]([C:24]3[CH:29]=[CH:28][N:27]=[C:26]([NH:30][CH:31]([C:33]4[CH:38]=[CH:37][CH:36]=[CH:35][CH:34]=4)[CH3:32])[N:25]=3)[C:2]=2[CH3:1])[CH2:13][CH2:12]1)=[O:43]. (5) The product is: [NH:19]1[C:20]2[CH:25]=[CH:24][C:23]([N:26]3[CH:30]([C:31]4[CH:32]=[N:33][C:34]5[C:39]([CH:40]=4)=[CH:38][CH:37]=[CH:36][CH:35]=5)[C:29]([C:41]4[CH:42]=[CH:43][CH:44]=[CH:45][CH:46]=4)=[C:28]([O:47][CH3:3])[C:27]3=[O:48])=[CH:22][C:21]=2[N:17]=[CH:18]1. Given the reactants [OH-].[K+].[CH3:3]C1C=CC(S(N(N=O)C)(=O)=O)=CC=1.[NH:17]1[C:21]2[CH:22]=[C:23]([N:26]3[CH:30]([C:31]4[CH:32]=[N:33][C:34]5[C:39]([CH:40]=4)=[CH:38][CH:37]=[CH:36][CH:35]=5)[C:29]([C:41]4[CH:46]=[CH:45][CH:44]=[CH:43][CH:42]=4)=[C:28]([OH:47])[C:27]3=[O:48])[CH:24]=[CH:25][C:20]=2[N:19]=[CH:18]1, predict the reaction product. (6) Given the reactants O[C:2]1[CH:9]=[CH:8][C:5]([CH:6]=[O:7])=[CH:4][C:3]=1[O:10][CH3:11].C(N([CH2:17][CH3:18])CC)C.FC(F)(F)S(OS(C(F)(F)F)(=O)=O)(=O)=O, predict the reaction product. The product is: [CH3:11][O:10][C:3]1[CH:4]=[C:5]([CH:8]=[CH:9][C:2]=1[C:18]1[CH:17]=[CH:4][CH:3]=[CH:2][CH:9]=1)[CH:6]=[O:7].